This data is from Forward reaction prediction with 1.9M reactions from USPTO patents (1976-2016). The task is: Predict the product of the given reaction. (1) Given the reactants [NH2:1][C@H:2]([C:7]([OH:9])=[O:8])[CH2:3][CH:4]([CH3:6])[CH3:5].[OH-].[Na+].[C:12](O[C:12]([O:14][C:15]([CH3:18])([CH3:17])[CH3:16])=[O:13])([O:14][C:15]([CH3:18])([CH3:17])[CH3:16])=[O:13], predict the reaction product. The product is: [C:15]([O:14][C:12]([NH:1][C@@H:2]([CH2:3][CH:4]([CH3:6])[CH3:5])[C:7]([OH:9])=[O:8])=[O:13])([CH3:18])([CH3:17])[CH3:16]. (2) Given the reactants [Br:1][C:2]1[CH:3]=[C:4]([C:8]2(O)[CH2:11][N:10]([C:12]([O:14][C:15]([CH3:18])([CH3:17])[CH3:16])=[O:13])[CH2:9]2)[CH:5]=[CH:6][CH:7]=1.CCN(S(F)(F)[F:26])CC, predict the reaction product. The product is: [Br:1][C:2]1[CH:3]=[C:4]([C:8]2([F:26])[CH2:11][N:10]([C:12]([O:14][C:15]([CH3:18])([CH3:17])[CH3:16])=[O:13])[CH2:9]2)[CH:5]=[CH:6][CH:7]=1. (3) Given the reactants [CH2:1](OC(OCC)CBr)[CH3:2].C([O-])(O)=O.[Na+].[NH2:15][C:16]1[N:21]=[C:20]([CH3:22])[C:19]([Br:23])=[CH:18][CH:17]=1, predict the reaction product. The product is: [Br:23][C:19]1[CH:18]=[CH:17][C:16]2[N:21]([CH:1]=[CH:2][N:15]=2)[C:20]=1[CH3:22]. (4) The product is: [Cl:1][C:2]1[C:3]([CH3:18])=[C:4]([NH:10][C@@H:11]([C:12]2[O:14][N:59]=[C:51]([C:52]3[CH:57]=[CH:56][CH:55]=[CH:54][CH:53]=3)[N:58]=2)[C@H:15]([OH:17])[CH3:16])[CH:5]=[CH:6][C:7]=1[C:8]#[N:9]. Given the reactants [Cl:1][C:2]1[C:3]([CH3:18])=[C:4]([NH:10][C@H:11]([C@H:15]([OH:17])[CH3:16])[C:12]([OH:14])=O)[CH:5]=[CH:6][C:7]=1[C:8]#[N:9].F[B-](F)(F)F.CN(C)C(O)=[N+](C)C.C(N(C(C)C)CC)(C)C.C1C=CC2N(O)N=NC=2C=1.[C:51](=[N:59]O)([NH2:58])[C:52]1[CH:57]=[CH:56][CH:55]=[CH:54][CH:53]=1, predict the reaction product.